This data is from Merck oncology drug combination screen with 23,052 pairs across 39 cell lines. The task is: Regression. Given two drug SMILES strings and cell line genomic features, predict the synergy score measuring deviation from expected non-interaction effect. (1) Drug 1: O=S1(=O)NC2(CN1CC(F)(F)F)C1CCC2Cc2cc(C=CCN3CCC(C(F)(F)F)CC3)ccc2C1. Drug 2: CCC1(O)CC2CN(CCc3c([nH]c4ccccc34)C(C(=O)OC)(c3cc4c(cc3OC)N(C)C3C(O)(C(=O)OC)C(OC(C)=O)C5(CC)C=CCN6CCC43C65)C2)C1. Cell line: UWB1289BRCA1. Synergy scores: synergy=15.3. (2) Drug 1: NC1(c2ccc(-c3nc4ccn5c(=O)[nH]nc5c4cc3-c3ccccc3)cc2)CCC1. Drug 2: Cn1c(=O)n(-c2ccc(C(C)(C)C#N)cc2)c2c3cc(-c4cnc5ccccc5c4)ccc3ncc21. Cell line: CAOV3. Synergy scores: synergy=80.5. (3) Drug 1: O=C(NOCC(O)CO)c1ccc(F)c(F)c1Nc1ccc(I)cc1F. Drug 2: CC(C)CC(NC(=O)C(Cc1ccccc1)NC(=O)c1cnccn1)B(O)O. Cell line: OCUBM. Synergy scores: synergy=1.61. (4) Drug 1: C=CCn1c(=O)c2cnc(Nc3ccc(N4CCN(C)CC4)cc3)nc2n1-c1cccc(C(C)(C)O)n1. Drug 2: CCc1c2c(nc3ccc(O)cc13)-c1cc3c(c(=O)n1C2)COC(=O)C3(O)CC. Cell line: MSTO. Synergy scores: synergy=13.3. (5) Drug 1: O=c1[nH]cc(F)c(=O)[nH]1. Drug 2: CCc1cnn2c(NCc3ccc[n+]([O-])c3)cc(N3CCCCC3CCO)nc12. Cell line: SW837. Synergy scores: synergy=-19.6. (6) Drug 1: CC1CC2C3CCC4=CC(=O)C=CC4(C)C3(F)C(O)CC2(C)C1(O)C(=O)CO. Drug 2: CS(=O)(=O)CCNCc1ccc(-c2ccc3ncnc(Nc4ccc(OCc5cccc(F)c5)c(Cl)c4)c3c2)o1. Cell line: OCUBM. Synergy scores: synergy=-6.99. (7) Drug 1: C=CCn1c(=O)c2cnc(Nc3ccc(N4CCN(C)CC4)cc3)nc2n1-c1cccc(C(C)(C)O)n1. Drug 2: CC(C)CC(NC(=O)C(Cc1ccccc1)NC(=O)c1cnccn1)B(O)O. Cell line: UWB1289BRCA1. Synergy scores: synergy=-4.13. (8) Drug 1: N#Cc1ccc(Cn2cncc2CN2CCN(c3cccc(Cl)c3)C(=O)C2)cc1. Drug 2: Cn1cc(-c2cnn3c(N)c(Br)c(C4CCCNC4)nc23)cn1. Cell line: T47D. Synergy scores: synergy=-3.50. (9) Drug 2: CC(C)CC(NC(=O)C(Cc1ccccc1)NC(=O)c1cnccn1)B(O)O. Synergy scores: synergy=-22.4. Cell line: A375. Drug 1: NC(=O)c1cccc2cn(-c3ccc(C4CCCNC4)cc3)nc12. (10) Drug 1: CCN(CC)CCNC(=O)c1c(C)[nH]c(C=C2C(=O)Nc3ccc(F)cc32)c1C. Drug 2: CS(=O)(=O)CCNCc1ccc(-c2ccc3ncnc(Nc4ccc(OCc5cccc(F)c5)c(Cl)c4)c3c2)o1. Cell line: OV90. Synergy scores: synergy=1.97.